The task is: Regression. Given a peptide amino acid sequence and an MHC pseudo amino acid sequence, predict their binding affinity value. This is MHC class I binding data.. This data is from Peptide-MHC class I binding affinity with 185,985 pairs from IEDB/IMGT. (1) The peptide sequence is KTTKSWLQK. The MHC is HLA-A02:01 with pseudo-sequence HLA-A02:01. The binding affinity (normalized) is 0.0847. (2) The peptide sequence is SLNFLGGTTV. The MHC is HLA-A68:02 with pseudo-sequence HLA-A68:02. The binding affinity (normalized) is 0.441.